This data is from NCI-60 drug combinations with 297,098 pairs across 59 cell lines. The task is: Regression. Given two drug SMILES strings and cell line genomic features, predict the synergy score measuring deviation from expected non-interaction effect. (1) Drug 1: CC1C(C(=O)NC(C(=O)N2CCCC2C(=O)N(CC(=O)N(C(C(=O)O1)C(C)C)C)C)C(C)C)NC(=O)C3=C4C(=C(C=C3)C)OC5=C(C(=O)C(=C(C5=N4)C(=O)NC6C(OC(=O)C(N(C(=O)CN(C(=O)C7CCCN7C(=O)C(NC6=O)C(C)C)C)C)C(C)C)C)N)C. Drug 2: COCCOC1=C(C=C2C(=C1)C(=NC=N2)NC3=CC=CC(=C3)C#C)OCCOC.Cl. Cell line: RXF 393. Synergy scores: CSS=6.51, Synergy_ZIP=-1.45, Synergy_Bliss=-1.48, Synergy_Loewe=1.88, Synergy_HSA=-0.199. (2) Drug 1: CCCS(=O)(=O)NC1=C(C(=C(C=C1)F)C(=O)C2=CNC3=C2C=C(C=N3)C4=CC=C(C=C4)Cl)F. Drug 2: C#CCC(CC1=CN=C2C(=N1)C(=NC(=N2)N)N)C3=CC=C(C=C3)C(=O)NC(CCC(=O)O)C(=O)O. Cell line: K-562. Synergy scores: CSS=25.6, Synergy_ZIP=7.00, Synergy_Bliss=-0.613, Synergy_Loewe=-48.7, Synergy_HSA=-2.49. (3) Drug 1: C1=CC=C(C=C1)NC(=O)CCCCCCC(=O)NO. Drug 2: C1CN1C2=NC(=NC(=N2)N3CC3)N4CC4. Cell line: HOP-92. Synergy scores: CSS=42.6, Synergy_ZIP=-2.54, Synergy_Bliss=1.66, Synergy_Loewe=6.51, Synergy_HSA=6.89. (4) Drug 1: CN(C)N=NC1=C(NC=N1)C(=O)N. Drug 2: C1=CC(=CC=C1CC(C(=O)O)N)N(CCCl)CCCl.Cl. Cell line: A498. Synergy scores: CSS=7.22, Synergy_ZIP=1.50, Synergy_Bliss=7.26, Synergy_Loewe=2.55, Synergy_HSA=3.74. (5) Drug 1: COC1=CC(=CC(=C1O)OC)C2C3C(COC3=O)C(C4=CC5=C(C=C24)OCO5)OC6C(C(C7C(O6)COC(O7)C8=CC=CS8)O)O. Drug 2: C1C(C(OC1N2C=NC3=C(N=C(N=C32)Cl)N)CO)O. Cell line: ACHN. Synergy scores: CSS=62.4, Synergy_ZIP=-5.66, Synergy_Bliss=-3.84, Synergy_Loewe=-4.36, Synergy_HSA=-0.233.